Dataset: Full USPTO retrosynthesis dataset with 1.9M reactions from patents (1976-2016). Task: Predict the reactants needed to synthesize the given product. (1) The reactants are: C([O:4][C@H:5]1[C@H:10]([O:11]C(=O)C)[C@@H:9]([O:15]C(=O)C)[C@H:8]([C:19]2[CH:24]=[CH:23][C:22]([Cl:25])=[C:21]([CH2:26][C:27]3[CH:32]=[CH:31][C:30]([CH2:33][CH:34]=[N:35][O:36][CH3:37])=[CH:29][CH:28]=3)[CH:20]=2)[O:7][C@@H:6]1[CH2:38][O:39]C(=O)C)(=O)C.O.[OH-].[Li+]. Given the product [CH3:37][O:36][N:35]=[CH:34][CH2:33][C:30]1[CH:29]=[CH:28][C:27]([CH2:26][C:21]2[CH:20]=[C:19]([C@H:8]3[C@H:9]([OH:15])[C@@H:10]([OH:11])[C@H:5]([OH:4])[C@@H:6]([CH2:38][OH:39])[O:7]3)[CH:24]=[CH:23][C:22]=2[Cl:25])=[CH:32][CH:31]=1, predict the reactants needed to synthesize it. (2) Given the product [Cl:8][C:4]1[CH:5]=[N:6][CH:7]=[C:2]([O:9][C:10]2[CH:11]=[CH:12][CH:13]=[C:14]3[C:18]=2[C:17](=[O:19])[CH2:16][CH2:15]3)[N:3]=1, predict the reactants needed to synthesize it. The reactants are: Cl[C:2]1[CH:7]=[N:6][CH:5]=[C:4]([Cl:8])[N:3]=1.[OH:9][C:10]1[CH:11]=[CH:12][CH:13]=[C:14]2[C:18]=1[C:17](=[O:19])[CH2:16][CH2:15]2. (3) Given the product [F:19][C:20]1[C:25]([O:26][CH3:27])=[CH:24][CH:23]=[CH:22][C:21]=1[C:2]1[S:6][C:5]([C:7]([N:9]([C:11]2[CH:16]=[CH:15][CH:14]=[C:13]([O:17][CH3:18])[CH:12]=2)[CH3:10])=[O:8])=[CH:4][CH:3]=1, predict the reactants needed to synthesize it. The reactants are: Br[C:2]1[S:6][C:5]([C:7]([N:9]([C:11]2[CH:16]=[CH:15][CH:14]=[C:13]([O:17][CH3:18])[CH:12]=2)[CH3:10])=[O:8])=[CH:4][CH:3]=1.[F:19][C:20]1[C:25]([O:26][CH3:27])=[CH:24][CH:23]=[CH:22][C:21]=1B(O)O. (4) Given the product [OH:12][C:7]1[CH:8]=[C:9]2[C:4](=[CH:5][CH:6]=1)[CH:3]=[C:2]([B:18]([OH:23])[OH:19])[CH:11]=[CH:10]2, predict the reactants needed to synthesize it. The reactants are: Br[C:2]1[CH:3]=[C:4]2[C:9](=[CH:10][CH:11]=1)[CH:8]=[C:7]([OH:12])[CH:6]=[CH:5]2.C([Li])CCC.[B:18](OC(C)C)([O:23]C(C)C)[O:19]C(C)C.Cl.